From a dataset of Peptide-MHC class I binding affinity with 185,985 pairs from IEDB/IMGT. Regression. Given a peptide amino acid sequence and an MHC pseudo amino acid sequence, predict their binding affinity value. This is MHC class I binding data. (1) The binding affinity (normalized) is 0.666. The MHC is H-2-Kb with pseudo-sequence H-2-Kb. The peptide sequence is KSYILTTLL. (2) The peptide sequence is GYLEGTRTL. The MHC is HLA-A26:02 with pseudo-sequence HLA-A26:02. The binding affinity (normalized) is 0.0847.